Dataset: Catalyst prediction with 721,799 reactions and 888 catalyst types from USPTO. Task: Predict which catalyst facilitates the given reaction. (1) Reactant: [CH2:1]([O:4][C:5]1([CH3:36])[CH2:10][CH2:9][N:8]([C:11]2[N:16]3[N:17]=[C:18]([CH2:20][N:21]=[N+]=[N-])[CH:19]=[C:15]3[N:14]=[C:13]([CH3:24])[C:12]=2[C@H:25]([O:31][C:32]([CH3:35])([CH3:34])[CH3:33])[C:26]([O:28][CH2:29][CH3:30])=[O:27])[CH2:7][CH2:6]1)[CH:2]=[CH2:3].C1C=CC(P(C2C=CC=CC=2)C2C=CC=CC=2)=CC=1.C1COCC1.O. Product: [CH2:1]([O:4][C:5]1([CH3:36])[CH2:10][CH2:9][N:8]([C:11]2[N:16]3[N:17]=[C:18]([CH2:20][NH2:21])[CH:19]=[C:15]3[N:14]=[C:13]([CH3:24])[C:12]=2[C@H:25]([O:31][C:32]([CH3:35])([CH3:34])[CH3:33])[C:26]([O:28][CH2:29][CH3:30])=[O:27])[CH2:7][CH2:6]1)[CH:2]=[CH2:3]. The catalyst class is: 28. (2) Reactant: [Cl:1][C:2]1[CH:9]=[CH:8][C:5]([CH2:6][NH2:7])=[C:4]([S:10][CH3:11])[CH:3]=1.C(OC(OC(C)(C)C)=O)(OC(C)(C)C)=[O:13].C(N(CC)CC)C. Product: [Cl:1][C:2]1[CH:9]=[CH:8][C:5]([CH2:6][NH2:7])=[C:4]([S:10]([CH3:11])=[O:13])[CH:3]=1. The catalyst class is: 4. (3) Reactant: [F:1][C:2]1[CH:32]=[CH:31][C:5]([CH2:6][NH:7][C:8]([C:10]2[N:11]=[C:12]3[N:17]([C:18](=[O:28])[C:19]=2[O:20][CH2:21][C:22]2[CH:27]=[CH:26][CH:25]=[CH:24][CH:23]=2)[CH2:16][CH2:15][O:14][C:13]3([CH3:30])[CH3:29])=[O:9])=[C:4]([N:33]2[C:37](=[O:38])[CH2:36][CH2:35][C@@H:34]2[CH2:39][OH:40])[CH:3]=1.C(N([CH2:46][CH3:47])CC)C.CS(Cl)(=O)=[O:50].O. Product: [C:46]([O:40][CH2:39][C@H:34]1[CH2:35][CH2:36][C:37](=[O:38])[N:33]1[C:4]1[CH:3]=[C:2]([F:1])[CH:32]=[CH:31][C:5]=1[CH2:6][NH:7][C:8]([C:10]1[N:11]=[C:12]2[N:17]([C:18](=[O:28])[C:19]=1[O:20][CH2:21][C:22]1[CH:27]=[CH:26][CH:25]=[CH:24][CH:23]=1)[CH2:16][CH2:15][O:14][C:13]2([CH3:30])[CH3:29])=[O:9])(=[O:50])[CH3:47]. The catalyst class is: 2. (4) Reactant: [C:1]1([C@H:11]([N:13]([CH2:21][CH:22]2[O:27][CH2:26][C:25](=[O:28])[NH:24][CH2:23]2)[C:14](=[O:20])[O:15][C:16]([CH3:19])([CH3:18])[CH3:17])[CH3:12])[C:10]2[C:5](=[CH:6][CH:7]=[CH:8][CH:9]=2)[CH:4]=[CH:3][CH:2]=1.I[C:30]1[CH:35]=[CH:34][CH:33]=[CH:32][CH:31]=1.P([O-])([O-])([O-])=O.[K+].[K+].[K+]. Product: [C:16]([O:15][C:14](=[O:20])[N:13]([C@@H:11]([C:1]1[C:10]2[C:5](=[CH:6][CH:7]=[CH:8][CH:9]=2)[CH:4]=[CH:3][CH:2]=1)[CH3:12])[CH2:21][CH:22]1[O:27][CH2:26][C:25](=[O:28])[N:24]([C:30]2[CH:35]=[CH:34][CH:33]=[CH:32][CH:31]=2)[CH2:23]1)([CH3:17])([CH3:19])[CH3:18]. The catalyst class is: 830. (5) Reactant: Cl[C:2]([O:5]C(=O)OC(Cl)(Cl)Cl)(Cl)Cl.N1C=CC=CC=1.Cl.C(OCCNC)(=O)C1C=CC=CC=1.[C:33]([O:41][CH2:42][CH2:43][N:44]([C:46]([N:48]1[C:52]2[CH:53]=[C:54](OC)[CH:55]=[CH:56][C:51]=2[N:50]=[C:49]1[S:59]([CH2:61][C:62]1[C:67]([CH3:68])=[C:66]([O:69][CH3:70])[C:65]([CH3:71])=[CH:64][N:63]=1)=[O:60])=[O:47])[CH3:45])(=[O:40])[C:34]1[CH:39]=[CH:38][CH:37]=[CH:36][CH:35]=1. Product: [C:33]([O:41][CH2:42][CH2:43][N:44]([C:46]([N:48]1[C:52]2[CH:53]=[CH:54][C:55]([O:5][CH3:2])=[CH:56][C:51]=2[N:50]=[C:49]1[S:59]([CH2:61][C:62]1[C:67]([CH3:68])=[C:66]([O:69][CH3:70])[C:65]([CH3:71])=[CH:64][N:63]=1)=[O:60])=[O:47])[CH3:45])(=[O:40])[C:34]1[CH:39]=[CH:38][CH:37]=[CH:36][CH:35]=1. The catalyst class is: 571.